From a dataset of Forward reaction prediction with 1.9M reactions from USPTO patents (1976-2016). Predict the product of the given reaction. (1) Given the reactants [C:1]1([CH:7]2[CH2:16][C:15]3[C:14]([NH2:17])=[N:13][CH:12]=[CH:11][C:10]=3[CH2:9][CH2:8]2)[CH:6]=[CH:5][CH:4]=[CH:3][CH:2]=1.[Br:18]N1C(=O)CCC1=O.[Cl-].[NH4+].C(OCC)(=O)C, predict the reaction product. The product is: [Br:18][C:11]1[C:10]2[CH2:9][CH2:8][CH:7]([C:1]3[CH:6]=[CH:5][CH:4]=[CH:3][CH:2]=3)[CH2:16][C:15]=2[C:14]([NH2:17])=[N:13][CH:12]=1. (2) Given the reactants [Cl:1][C:2]1[N:7]=[C:6](Cl)[CH:5]=[C:4]([C:9]2[CH:14]=[CH:13][CH:12]=[CH:11][CH:10]=2)[N:3]=1.[NH2:15][C:16]1[CH:20]=[C:19]([CH3:21])[NH:18][N:17]=1.C(N(CC)CC)C.[I-].[Na+], predict the reaction product. The product is: [Cl:1][C:2]1[N:7]=[C:6]([NH:15][C:16]2[NH:17][N:18]=[C:19]([CH3:21])[CH:20]=2)[CH:5]=[C:4]([C:9]2[CH:14]=[CH:13][CH:12]=[CH:11][CH:10]=2)[N:3]=1. (3) The product is: [Cl:26][C:23]1[CH:24]=[CH:25][C:20]([CH:8]([C:5]2[CH:4]=[CH:3][C:2]([C:36]3[CH:41]=[CH:40][C:39]([S:42]([NH2:45])(=[O:44])=[O:43])=[CH:38][CH:37]=3)=[CH:7][CH:6]=2)[CH2:9][C:10]([C:12]2[CH:13]=[CH:14][C:15](=[O:19])[N:16]([CH3:18])[CH:17]=2)=[O:11])=[C:21]([CH3:27])[CH:22]=1. Given the reactants Br[C:2]1[CH:7]=[CH:6][C:5]([CH:8]([C:20]2[CH:25]=[CH:24][C:23]([Cl:26])=[CH:22][C:21]=2[CH3:27])[CH2:9][C:10]([C:12]2[CH:13]=[CH:14][C:15](=[O:19])[N:16]([CH3:18])[CH:17]=2)=[O:11])=[CH:4][CH:3]=1.CC1(C)C(C)(C)OB([C:36]2[CH:41]=[CH:40][C:39]([S:42]([NH2:45])(=[O:44])=[O:43])=[CH:38][CH:37]=2)O1, predict the reaction product.